Task: Predict the reactants needed to synthesize the given product.. Dataset: Full USPTO retrosynthesis dataset with 1.9M reactions from patents (1976-2016) (1) Given the product [Br:1][C:2]1[N:3]=[C:4]([CH:18]2[CH2:21][CH2:20][CH2:19]2)[NH:5][C:6]=1[C:7]1[CH:12]=[CH:11][N:10]=[C:9]([NH:13][CH2:14][C@@H:15]([NH:17][C:33](=[O:34])[O:35][CH3:36])[CH3:16])[N:8]=1, predict the reactants needed to synthesize it. The reactants are: [Br:1][C:2]1[N:3]=[C:4]([CH:18]2[CH2:21][CH2:20][CH2:19]2)[NH:5][C:6]=1[C:7]1[CH:12]=[CH:11][N:10]=[C:9]([NH:13][CH2:14][CH:15]([NH2:17])[CH3:16])[N:8]=1.C([O-])(O)=O.[Na+].C1COCC1.Cl[C:33]([O:35][CH3:36])=[O:34]. (2) Given the product [Br:1][C:2]1[CH:7]=[C:6]2[C:5](=[CH:4][CH:3]=1)[NH:18][N:17]=[C:8]2[C:10]1[NH:11][CH:12]=[CH:13][CH:14]=1, predict the reactants needed to synthesize it. The reactants are: [Br:1][C:2]1[CH:3]=[CH:4][C:5](F)=[C:6]([C:8]([C:10]2[NH:11][CH:12]=[CH:13][CH:14]=2)=O)[CH:7]=1.O.[NH2:17][NH2:18].